From a dataset of Reaction yield outcomes from USPTO patents with 853,638 reactions. Predict the reaction yield, written as a fraction of the theoretical maximum amount of product (1.0 means a 100% yield; for example, 0.34 means a 34% yield). The reactants are ClC(Cl)(O[C:5](=[O:11])OC(Cl)(Cl)Cl)Cl.[F:13][C:14]([F:22])([F:21])[CH:15]([OH:20])[C:16]([F:19])([F:18])[F:17].C(N(CC)C(C)C)(C)C.[F:32][C:33]1[CH:34]=[C:35]([C:39]2[CH:40]=[CH:41][C:42]([CH2:45][N:46]3[CH2:51][CH2:50][NH:49][CH2:48][CH2:47]3)=[N:43][CH:44]=2)[CH:36]=[CH:37][CH:38]=1. The catalyst is O.ClCCl. The product is [F:32][C:33]1[CH:34]=[C:35]([C:39]2[CH:40]=[CH:41][C:42]([CH2:45][N:46]3[CH2:51][CH2:50][N:49]([C:5]([O:20][CH:15]([C:16]([F:19])([F:18])[F:17])[C:14]([F:22])([F:21])[F:13])=[O:11])[CH2:48][CH2:47]3)=[N:43][CH:44]=2)[CH:36]=[CH:37][CH:38]=1. The yield is 0.480.